Dataset: Reaction yield outcomes from USPTO patents with 853,638 reactions. Task: Predict the reaction yield, written as a fraction of the theoretical maximum amount of product (1.0 means a 100% yield; for example, 0.34 means a 34% yield). (1) The reactants are [CH:1]1([C:4]2[N:5]=[C:6]3[C:12]([C:13](O)=[O:14])=[CH:11][N:10]([CH2:16][O:17][CH2:18][CH2:19][Si:20]([CH3:23])([CH3:22])[CH3:21])[C:7]3=[N:8][CH:9]=2)[CH2:3][CH2:2]1.Cl.[NH2:25][CH:26]([CH:32]1[CH2:34][CH2:33]1)[C:27]([CH3:31])([CH3:30])[C:28]#[N:29].C1C=CC2N(O)N=NC=2C=1.C(Cl)CCl.C(N(C(C)C)CC)(C)C. The catalyst is CN(C=O)C. The product is [C:28]([C:27]([CH3:31])([CH3:30])[CH:26]([NH:25][C:13]([C:12]1[C:6]2[C:7](=[N:8][CH:9]=[C:4]([CH:1]3[CH2:3][CH2:2]3)[N:5]=2)[N:10]([CH2:16][O:17][CH2:18][CH2:19][Si:20]([CH3:23])([CH3:21])[CH3:22])[CH:11]=1)=[O:14])[CH:32]1[CH2:34][CH2:33]1)#[N:29]. The yield is 0.740. (2) The reactants are [Cl:1][C:2]1[C:10]([Cl:11])=[C:9]2[C:5]([CH2:6][C:7](=[O:12])[NH:8]2)=[CH:4][CH:3]=1.[Br:13]N1C(=O)CCC1=O. The catalyst is C(#N)C. The product is [Br:13][C:3]1[CH:4]=[C:5]2[C:9](=[C:10]([Cl:11])[C:2]=1[Cl:1])[NH:8][C:7](=[O:12])[CH2:6]2. The yield is 0.403. (3) The reactants are [CH:1]1([CH2:4][O:5][C:6]2[CH:11]=[C:10]([F:12])[CH:9]=[CH:8][C:7]=2[C:13]2[N:17]([CH3:18])[CH:16]=[N:15][C:14]=2[C:19]2[CH:24]=[C:23]([C:25]3[N:26]=[N:27][N:28]([CH2:31][C:32]4[CH:37]=[CH:36][C:35]([O:38][CH3:39])=[CH:34][CH:33]=4)[C:29]=3I)[CH:22]=[CH:21][N:20]=2)[CH2:3][CH2:2]1.[Cl-:40].[K+].O. The catalyst is C(#N)C.O. The product is [Cl:40][C:29]1[N:28]([CH2:31][C:32]2[CH:37]=[CH:36][C:35]([O:38][CH3:39])=[CH:34][CH:33]=2)[N:27]=[N:26][C:25]=1[C:23]1[CH:22]=[CH:21][N:20]=[C:19]([C:14]2[N:15]=[CH:16][N:17]([CH3:18])[C:13]=2[C:7]2[CH:8]=[CH:9][C:10]([F:12])=[CH:11][C:6]=2[O:5][CH2:4][CH:1]2[CH2:3][CH2:2]2)[CH:24]=1. The yield is 0.670. (4) The reactants are [NH2:1][C:2]1[CH:7]=[CH:6][C:5]([OH:8])=[CH:4][CH:3]=1.C(N(CC)CC)C.[Cl:16][C:17]1[CH:25]=[CH:24][C:20]([C:21](Cl)=[O:22])=[CH:19][C:18]=1[N+:26]([O-:28])=[O:27]. The catalyst is CN(C=O)C. The product is [Cl:16][C:17]1[CH:25]=[CH:24][C:20]([C:21]([NH:1][C:2]2[CH:7]=[CH:6][C:5]([OH:8])=[CH:4][CH:3]=2)=[O:22])=[CH:19][C:18]=1[N+:26]([O-:28])=[O:27]. The yield is 0.850. (5) The yield is 0.770. The product is [I:5][C:6]1[C:14]2[CH:13]=[N:12][CH:11]=[N:10][C:9]=2[N:8]([CH:2]([CH3:4])[CH3:3])[CH:7]=1. The reactants are I[CH:2]([CH3:4])[CH3:3].[I:5][C:6]1[C:14]2[CH:13]=[N:12][CH:11]=[N:10][C:9]=2[NH:8][CH:7]=1.C(=O)([O-])[O-].[Cs+].[Cs+].[Cl-].[NH4+]. The catalyst is CN(C=O)C.